Dataset: Reaction yield outcomes from USPTO patents with 853,638 reactions. Task: Predict the reaction yield, written as a fraction of the theoretical maximum amount of product (1.0 means a 100% yield; for example, 0.34 means a 34% yield). (1) The reactants are [C:1]([C:3]1[CH:8]=[CH:7][C:6]([C@@H:9]2[C:14]([C:15]#[N:16])=[C:13]([CH3:17])[N:12]([C:18]3[CH:23]=[CH:22][CH:21]=[C:20]([C:24]([F:27])([F:26])[F:25])[CH:19]=3)[C:11](=[O:28])[NH:10]2)=[C:5]([S:29]([CH3:32])(=[O:31])=[O:30])[CH:4]=1)#[N:2].[H-].[Na+].[CH3:35][S:36](Cl)(=[O:38])=[O:37]. The catalyst is C1COCC1. The product is [C:1]([C:3]1[CH:8]=[CH:7][C:6]([C@@H:9]2[C:14]([C:15]#[N:16])=[C:13]([CH3:17])[N:12]([C:18]3[CH:23]=[CH:22][CH:21]=[C:20]([C:24]([F:27])([F:26])[F:25])[CH:19]=3)[C:11](=[O:28])[N:10]2[S:36]([CH3:35])(=[O:38])=[O:37])=[C:5]([S:29]([CH3:32])(=[O:31])=[O:30])[CH:4]=1)#[N:2]. The yield is 0.580. (2) The reactants are C(Cl)CCl.[OH:5][C:6]1[C:7]2[CH:8]=[C:9]([CH:17]=[CH:18][C:19]([OH:21])=O)[CH:10]=[N:11][C:12]=2[NH:13][C:14](=[O:16])[CH:15]=1.[CH3:22][NH:23][CH2:24][C:25]1[C:29]2[CH:30]=[CH:31][CH:32]=[CH:33][C:28]=2OC=1C.C1C=CC2N(O)N=NC=2C=1.C[CH2:46][N:47](C(C)C)[CH:48](C)C. The catalyst is CN(C=O)C.O. The product is [OH:5][C:6]1[C:7]2[CH:8]=[C:9]([CH:17]=[CH:18][C:19]([N:47]([CH3:48])[CH2:46][C:24]3[N:23]([CH3:22])[C:28]4[C:29]([CH:25]=3)=[CH:30][CH:31]=[CH:32][CH:33]=4)=[O:21])[CH:10]=[N:11][C:12]=2[NH:13][C:14](=[O:16])[CH:15]=1. The yield is 0.530. (3) The reactants are [Cl:1][CH2:2][CH2:3][CH2:4][O:5][C:6]1[C:7]([O:19][CH3:20])=[CH:8][C:9]([N+:16]([O-])=O)=[C:10]([CH:15]=1)[C:11]([O:13][CH3:14])=[O:12]. The catalyst is CCOC(C)=O.[Pd]. The product is [NH2:16][C:9]1[CH:8]=[C:7]([O:19][CH3:20])[C:6]([O:5][CH2:4][CH2:3][CH2:2][Cl:1])=[CH:15][C:10]=1[C:11]([O:13][CH3:14])=[O:12]. The yield is 0.990. (4) The reactants are [OH:1][CH2:2][C:3]1[CH:8]=[CH:7][N:6]=[C:5]([C:9]([NH:11][CH3:12])=[O:10])[CH:4]=1.C(N(CC)CC)C.[CH3:20][S:21](Cl)(=[O:23])=[O:22]. The product is [CH3:20][S:21]([O:1][CH2:2][C:3]1[CH:8]=[CH:7][N:6]=[C:5]([C:9]([NH:11][CH3:12])=[O:10])[CH:4]=1)(=[O:23])=[O:22]. The yield is 0.810. The catalyst is C1COCC1.